Predict the reaction yield, written as a fraction of the theoretical maximum amount of product (1.0 means a 100% yield; for example, 0.34 means a 34% yield). From a dataset of Reaction yield outcomes from USPTO patents with 853,638 reactions. (1) The reactants are Cl.N1C=CC=CC=1.C[O:9][C:10]1[CH:11]=[C:12]([C:27](O)([CH3:29])[CH3:28])[C:13]2[O:17][C:16]([C:18]3[CH:23]=[CH:22][C:21]([O:24]C)=[CH:20][CH:19]=3)=[N:15][C:14]=2[CH:26]=1. The catalyst is O. The product is [OH:24][C:21]1[CH:20]=[CH:19][C:18]([C:16]2[O:17][C:13]3[C:12]([C:27]([CH3:29])=[CH2:28])=[CH:11][C:10]([OH:9])=[CH:26][C:14]=3[N:15]=2)=[CH:23][CH:22]=1. The yield is 0.410. (2) The reactants are [CH3:1][C:2]1([CH3:35])[C:8](=[O:9])[NH:7][C:6]2[N:10]=[CH:11][C:12](/[CH:14]=[CH:15]/[C:16]([N:18]([CH3:34])[CH2:19][C:20]3[CH:25]=[CH:24][CH:23]=[C:22]([O:26][C:27]([F:30])([F:29])[F:28])[C:21]=3[O:31][CH2:32][CH3:33])=[O:17])=[CH:13][C:5]=2[CH2:4][NH:3]1.[ClH:36]. The catalyst is C(Cl)Cl.C(OCC)C. The product is [ClH:36].[CH3:35][C:2]1([CH3:1])[C:8](=[O:9])[NH:7][C:6]2[N:10]=[CH:11][C:12](/[CH:14]=[CH:15]/[C:16]([N:18]([CH3:34])[CH2:19][C:20]3[CH:25]=[CH:24][CH:23]=[C:22]([O:26][C:27]([F:29])([F:30])[F:28])[C:21]=3[O:31][CH2:32][CH3:33])=[O:17])=[CH:13][C:5]=2[CH2:4][NH:3]1. The yield is 0.620. (3) The reactants are [Cl:1][C:2]1[C:7]([O:8][CH2:9][CH3:10])=[CH:6][C:5]([CH2:11][OH:12])=[CH:4][C:3]=1[O:13][CH2:14][CH3:15]. The catalyst is C1COCC1.O=[Mn]=O. The product is [Cl:1][C:2]1[C:7]([O:8][CH2:9][CH3:10])=[CH:6][C:5]([CH:11]=[O:12])=[CH:4][C:3]=1[O:13][CH2:14][CH3:15]. The yield is 0.920. (4) The product is [Br:1][C:2]1[CH:3]=[C:4]([N:21]2[C:25]3=[N:26][CH:27]=[CH:28][CH:29]=[C:24]3[C:23]([C:30]([O:32][CH3:33])=[O:31])=[N:22]2)[CH:5]=[C:6]([C:8]([F:9])([F:10])[F:11])[CH:7]=1. The reactants are [Br:1][C:2]1[CH:3]=[C:4](B2OC(C)(C)C(C)(C)O2)[CH:5]=[C:6]([C:8]([F:11])([F:10])[F:9])[CH:7]=1.[NH:21]1[C:25]2=[N:26][CH:27]=[CH:28][CH:29]=[C:24]2[C:23]([C:30]([O:32][CH3:33])=[O:31])=[N:22]1. The yield is 0.210. No catalyst specified. (5) The reactants are [C:1]([O:5][C:6]([N:8]1[CH2:13][CH2:12][CH2:11][C@@H:10]([C:14]([OH:16])=O)[CH2:9]1)=[O:7])([CH3:4])([CH3:3])[CH3:2].C(N1C=CN=C1)(N1C=CN=C1)=O.C(N(CC)CC)C.Cl.[CH3:37][NH:38][O:39][CH3:40]. The catalyst is C1COCC1. The product is [CH3:40][O:39][N:38]([CH3:37])[C:14]([C@@H:10]1[CH2:11][CH2:12][CH2:13][N:8]([C:6]([O:5][C:1]([CH3:2])([CH3:3])[CH3:4])=[O:7])[CH2:9]1)=[O:16]. The yield is 0.906. (6) The catalyst is [OH-].[Na+]. The product is [Cl:12][C:8]1[CH:7]=[C:6]2[C:11]([C:2]([NH:13][CH:14]3[CH2:19][CH2:18][CH2:17][CH:16]([NH2:20])[CH2:15]3)=[CH:3][CH:4]=[N:5]2)=[CH:10][CH:9]=1. The yield is 0.780. The reactants are Cl[C:2]1[C:11]2[C:6](=[CH:7][C:8]([Cl:12])=[CH:9][CH:10]=2)[N:5]=[CH:4][CH:3]=1.[NH2:13][CH:14]1[CH2:19][CH2:18][CH2:17][CH:16]([NH2:20])[CH2:15]1. (7) The reactants are [C:1]([C:3]1[N:4]=[C:5]([C:18]2[C:23]([F:24])=[CH:22][CH:21]=[CH:20][C:19]=2[F:25])[O:6][C:7]=1[NH:8][C:9]1[CH:17]=[CH:16][C:12]([C:13]([OH:15])=O)=[CH:11][CH:10]=1)#[N:2].F[P-](F)(F)(F)(F)F.N1(OC(N(C)C)=[N+](C)C)C2N=CC=CC=2N=N1.C(N(C(C)C)CC)(C)C.[NH:59]1[CH2:64][CH2:63][O:62][CH2:61][CH2:60]1. The catalyst is CCOC(C)=O. The product is [F:25][C:19]1[CH:20]=[CH:21][CH:22]=[C:23]([F:24])[C:18]=1[C:5]1[O:6][C:7]([NH:8][C:9]2[CH:17]=[CH:16][C:12]([C:13]([N:59]3[CH2:64][CH2:63][O:62][CH2:61][CH2:60]3)=[O:15])=[CH:11][CH:10]=2)=[C:3]([C:1]#[N:2])[N:4]=1. The yield is 0.370. (8) The reactants are [NH2:1][C:2]1[CH:9]=[CH:8][C:5]([CH2:6][NH2:7])=[CH:4][CH:3]=1.[C:10](O[C:10]([O:12][C:13]([CH3:16])([CH3:15])[CH3:14])=[O:11])([O:12][C:13]([CH3:16])([CH3:15])[CH3:14])=[O:11]. The catalyst is CO. The product is [NH2:1][C:2]1[CH:9]=[CH:8][C:5]([CH2:6][NH:7][C:10](=[O:11])[O:12][C:13]([CH3:16])([CH3:15])[CH3:14])=[CH:4][CH:3]=1. The yield is 0.840.